This data is from Experimentally validated miRNA-target interactions with 360,000+ pairs, plus equal number of negative samples. The task is: Binary Classification. Given a miRNA mature sequence and a target amino acid sequence, predict their likelihood of interaction. The miRNA is hsa-miR-3606-3p with sequence AAAAUUUCUUUCACUACUUAG. The protein sequence of the target gene is MADPIMDLFDDPNLFGLDSLTDDSFNQVTQDPIEEALGLPSSLDSLDQMNQDGGGGDVGNSSASELVPPPEETAPTELSKESTAPAPESITLHDYTTQPASQEQPAQPVLQTSTPTSGLLQVSKSQEILSQGNPFMGVSATAVSSSSAGGQPPQSAPKIVILKAPPSSSVTGAHVAQIQAQGITSTAQPLVAGTANGGKVTFTKVLTGTPLRPGVSIVSGNTVLAAKVPGNQAAVQRIVQPSRPVKQLVLQPVKGSAPAGNPGATGPPLKPAVTLTSTPTQGESKRITLVLQQPQSGGPQ.... Result: 1 (interaction).